From a dataset of Reaction yield outcomes from USPTO patents with 853,638 reactions. Predict the reaction yield, written as a fraction of the theoretical maximum amount of product (1.0 means a 100% yield; for example, 0.34 means a 34% yield). The reactants are [CH:1]1([NH2:7])[CH2:6][CH2:5][CH2:4][CH2:3][CH2:2]1.CC1(C)[O:16][C:15](=O)[C:12]2([CH2:14][CH2:13]2)[C:11](=[O:18])[O:10]1. The catalyst is C(O)C. The product is [CH:1]1([N:7]2[CH2:14][CH2:13][CH:12]([C:11]([OH:18])=[O:10])[C:15]2=[O:16])[CH2:6][CH2:5][CH2:4][CH2:3][CH2:2]1. The yield is 0.360.